From a dataset of Reaction yield outcomes from USPTO patents with 853,638 reactions. Predict the reaction yield, written as a fraction of the theoretical maximum amount of product (1.0 means a 100% yield; for example, 0.34 means a 34% yield). (1) The reactants are [CH3:1][N:2]([CH3:17])[CH:3]1[CH2:8][CH2:7][N:6]([C:9]2[CH:16]=[CH:15]C(C#N)=[CH:11][CH:10]=2)[CH2:5][CH2:4]1.Cl.O.[C:20]([OH:23])(=[O:22])[CH3:21]. No catalyst specified. The product is [CH3:1][N:2]([CH3:17])[CH:3]1[CH2:4][CH2:5][N:6]([C:9]2[CH:16]=[CH:15][C:21]([C:20]([OH:23])=[O:22])=[CH:11][CH:10]=2)[CH2:7][CH2:8]1. The yield is 0.850. (2) No catalyst specified. The reactants are [CH2:1]([O:3][C:4]1[CH:13]=[CH:12][C:7]2[N:8]=[C:9]([NH2:11])[S:10][C:6]=2[CH:5]=1)[CH3:2].[Cl:14][C:15]1[CH:23]=[CH:22][C:18]([C:19](Cl)=[O:20])=[CH:17][CH:16]=1.Br[CH:25]([CH2:30][CH3:31])[C:26]([O:28]C)=[O:27].COC1C=CC2N=C(N)SC=2C=1.ClC1C=C(C=CC=1)C(Cl)=O.BrCC(OCC)=O. The yield is 0.290. The product is [Cl:14][C:15]1[CH:23]=[CH:22][C:18]([C:19]([N:11]=[C:9]2[N:8]([CH:25]([CH2:30][CH3:31])[C:26]([OH:28])=[O:27])[C:7]3[CH:12]=[CH:13][C:4]([O:3][CH2:1][CH3:2])=[CH:5][C:6]=3[S:10]2)=[O:20])=[CH:17][CH:16]=1. (3) The yield is 0.910. The reactants are C[O:2][C:3]1[C:4]([C:9]2[C:14]([Cl:15])=[CH:13][CH:12]=[CH:11][C:10]=2[Cl:16])=[CH:5][CH:6]=[CH:7][CH:8]=1.B(Br)(Br)Br. The product is [Cl:15][C:14]1[CH:13]=[CH:12][CH:11]=[C:10]([Cl:16])[C:9]=1[C:4]1[C:3]([OH:2])=[CH:8][CH:7]=[CH:6][CH:5]=1. The catalyst is ClCCl.[OH-].[Na+]. (4) The reactants are [F:1][C:2]1[C:3]([C:17]#[N:18])=[CH:4][C:5]2[N:9]=[CH:8][N:7]([CH:10]3[CH2:15][CH2:14][CH2:13][CH2:12][O:11]3)[C:6]=2[CH:16]=1. The catalyst is N.CO.[Ni]. The product is [F:1][C:2]1[C:3]([CH2:17][NH2:18])=[CH:4][C:5]2[N:9]=[CH:8][N:7]([CH:10]3[CH2:15][CH2:14][CH2:13][CH2:12][O:11]3)[C:6]=2[CH:16]=1. The yield is 0.960. (5) The reactants are [C:1](=[O:4])([O-])[O-].[K+].[K+].[CH2:7](Br)[C:8]1C=CC=C[CH:9]=1.[CH2:15]([O:22][C:23]1[C:24]2[CH2:25][CH2:26][CH2:27][C:28]=2[CH:29]=[CH:30][C:31]=1[CH2:32][CH:33]=[CH2:34])[C:16]1[CH:21]=[CH:20][CH:19]=[CH:18][CH:17]=1. The product is [CH2:32]([C:31]1[C:23]([O:22][CH2:15][C:16]2[CH:17]=[CH:18][CH:19]=[CH:20][CH:21]=2)=[C:24]2[C:28](=[C:29]([O:4][CH3:1])[CH:30]=1)[CH:9]1[CH2:27][CH2:26][CH:25]2[CH2:7][CH2:8]1)[CH:33]=[CH2:34]. The yield is 0.820. The catalyst is [I-].C([N+](CCCC)(CCCC)CCCC)CCC.